This data is from Forward reaction prediction with 1.9M reactions from USPTO patents (1976-2016). The task is: Predict the product of the given reaction. (1) The product is: [Cl:1][C:2]1[CH:3]=[CH:4][C:5]([C:8]2([C:13]3[CH:14]=[CH:15][C:16]4=[N:19][O:21][C:29]([C:25]5[CH:26]=[CH:27][CH:28]=[C:23]([I:22])[CH:24]=5)=[C:17]4[CH:18]=3)[O:9][CH2:10][CH2:11][O:12]2)=[CH:6][CH:7]=1. Given the reactants [Cl:1][C:2]1[CH:7]=[CH:6][C:5]([C:8]2([C:13]3[CH:18]=[CH:17][C:16]([N+:19]([O-:21])=O)=[CH:15][CH:14]=3)[O:12][CH2:11][CH2:10][O:9]2)=[CH:4][CH:3]=1.[I:22][C:23]1[CH:24]=[C:25]([CH2:29]C#N)[CH:26]=[CH:27][CH:28]=1.[OH-].[Na+], predict the reaction product. (2) Given the reactants [Cl:1][C:2]1[C:6]([CH2:7][O:8][C:9]2[C:14]([F:15])=[CH:13][C:12]([CH2:16][CH2:17][C:18](OCC)=[O:19])=[CH:11][C:10]=2[F:23])=[C:5]([C:24]2[CH:29]=[CH:28][C:27]([Cl:30])=[CH:26][CH:25]=2)[S:4][N:3]=1.[H-].[H-].[H-].[H-].[Li+].[Al+3], predict the reaction product. The product is: [Cl:1][C:2]1[C:6]([CH2:7][O:8][C:9]2[C:14]([F:15])=[CH:13][C:12]([CH2:16][CH2:17][CH2:18][OH:19])=[CH:11][C:10]=2[F:23])=[C:5]([C:24]2[CH:25]=[CH:26][C:27]([Cl:30])=[CH:28][CH:29]=2)[S:4][N:3]=1. (3) Given the reactants [CH3:1][CH2:2][O:3][C:4]([CH:6](P(OCC)(OCC)=O)[F:7])=[O:5].[C:16]([C:20]1[C:29]2[C:24](=[CH:25][C:26]([O:34][CH3:35])=[C:27]([C:30](=O)[CH2:31][CH3:32])[CH:28]=2)[O:23][C:22]([CH3:37])([CH3:36])[CH:21]=1)([CH3:19])([CH3:18])[CH3:17], predict the reaction product. The product is: [F:7]/[C:6](=[C:30](/[C:27]1[CH:28]=[C:29]2[C:24](=[CH:25][C:26]=1[O:34][CH3:35])[O:23][C:22]([CH3:37])([CH3:36])[CH:21]=[C:20]2[C:16]([CH3:17])([CH3:19])[CH3:18])\[CH2:31][CH3:32])/[C:4]([O:3][CH2:2][CH3:1])=[O:5].